This data is from Catalyst prediction with 721,799 reactions and 888 catalyst types from USPTO. The task is: Predict which catalyst facilitates the given reaction. (1) Reactant: [F:1][C:2]1[N:7]2[C:8]([CH:11]([CH2:14][C:15]3[CH:20]=[CH:19][CH:18]=[CH:17][CH:16]=3)[CH2:12]O)=[N:9][N:10]=[C:6]2[CH:5]=[C:4]([C:21]2[CH:26]=[CH:25][N:24]=[C:23]([NH:27][C:28]3[N:29]([CH3:33])[N:30]=[CH:31][CH:32]=3)[N:22]=2)[CH:3]=1.C1C=CC(P(C2C=CC=CC=2)C2C=CC=CC=2)=CC=1.[Br:53]Br.CCN(C(C)C)C(C)C. Product: [CH2:14]([CH:11]([C:8]1[N:7]2[C:2]([F:1])=[CH:3][C:4]([C:21]3[CH:26]=[CH:25][N:24]=[C:23]([NH:27][C:28]4[N:29]([CH3:33])[N:30]=[CH:31][CH:32]=4)[N:22]=3)=[CH:5][C:6]2=[N:10][N:9]=1)[CH2:12][Br:53])[C:15]1[CH:20]=[CH:19][CH:18]=[CH:17][CH:16]=1. The catalyst class is: 23. (2) Reactant: [CH3:1][O:2][C:3](=[O:14])[C:4]1[CH:9]=[CH:8][C:7]([N+:10]([O-])=O)=[CH:6][C:5]=1[Cl:13]. Product: [CH3:1][O:2][C:3](=[O:14])[C:4]1[CH:9]=[CH:8][C:7]([NH2:10])=[CH:6][C:5]=1[Cl:13]. The catalyst class is: 78. (3) Reactant: [CH:1]1([C@@H:4]([C:11]2[CH:16]=[CH:15][C:14]([I:17])=[C:13]([OH:18])[CH:12]=2)[C@H:5]([CH3:10])[C:6]([O:8][CH3:9])=[O:7])[CH2:3][CH2:2]1.C([O-])([O-])=O.[Cs+].[Cs+].[Si:25]([O:42][CH2:43][C@H:44]([CH:49]1[CH2:52][N:51]([C:53]([O:55][C:56]([CH3:59])([CH3:58])[CH3:57])=[O:54])[CH2:50]1)S(C)(=O)=O)([C:38]([CH3:41])([CH3:40])[CH3:39])([C:32]1[CH:37]=[CH:36][CH:35]=[CH:34][CH:33]=1)[C:26]1[CH:31]=[CH:30][CH:29]=[CH:28][CH:27]=1. Product: [Si:25]([O:42][CH2:43][C@@H:44]([CH:49]1[CH2:52][N:51]([C:53]([O:55][C:56]([CH3:59])([CH3:58])[CH3:57])=[O:54])[CH2:50]1)[O:18][C:13]1[CH:12]=[C:11]([C@H:4]([CH:1]2[CH2:3][CH2:2]2)[C@H:5]([CH3:10])[C:6]([O:8][CH3:9])=[O:7])[CH:16]=[CH:15][C:14]=1[I:17])([C:38]([CH3:40])([CH3:41])[CH3:39])([C:32]1[CH:37]=[CH:36][CH:35]=[CH:34][CH:33]=1)[C:26]1[CH:31]=[CH:30][CH:29]=[CH:28][CH:27]=1. The catalyst class is: 18. (4) Reactant: [C:1]1([C:7]2[S:11][CH:10]=[C:9]([N:12]([S:18](=[O:21])(=[O:20])[NH2:19])[CH2:13][C:14]([O:16][CH3:17])=[O:15])C=2)[CH:6]=[CH:5][CH:4]=[CH:3][CH:2]=1.S(Cl)([Cl:25])(=O)=O.[CH:27]([Cl:30])(Cl)Cl. Product: [Cl:25][C:10]1[S:11][C:7]([C:1]2[CH:6]=[CH:5][CH:4]=[CH:3][CH:2]=2)=[C:27]([Cl:30])[C:9]=1[N:12]([S:18](=[O:21])(=[O:20])[NH2:19])[CH2:13][C:14]([O:16][CH3:17])=[O:15]. The catalyst class is: 2. (5) Reactant: [F:1][C:2]1([F:40])[O:6][C:5]2[CH:7]=[CH:8][C:9]([C:11]3([C:14]([NH:16][C:17]4[CH:18]=[C:19]5[C:23](=[CH:24][C:25]=4[F:26])[N:22]([CH2:27][C@@H:28]4[CH2:32][O:31]C(C)(C)[O:29]4)[C:21]([C:35]([CH3:39])([CH3:38])[CH2:36][OH:37])=[CH:20]5)=[O:15])[CH2:13][CH2:12]3)=[CH:10][C:4]=2[O:3]1.O.CC1C=CC(S(O)(=O)=O)=CC=1.O. Product: [F:40][C:2]1([F:1])[O:6][C:5]2[CH:7]=[CH:8][C:9]([C:11]3([C:14]([NH:16][C:17]4[CH:18]=[C:19]5[C:23](=[CH:24][C:25]=4[F:26])[N:22]([CH2:27][C@@H:28]([OH:29])[CH2:32][OH:31])[C:21]([C:35]([CH3:38])([CH3:39])[CH2:36][OH:37])=[CH:20]5)=[O:15])[CH2:12][CH2:13]3)=[CH:10][C:4]=2[O:3]1. The catalyst class is: 5. (6) Reactant: [CH3:1][N:2]1[C:10]2[C:5](=[CH:6][CH:7]=[CH:8][CH:9]=2)[CH:4]=[C:3]1[C:11]1[CH:12]=[N:13][CH:14]=[C:15]([CH:19]=1)[C:16](O)=[O:17].C1C=CC2N(O)N=[N:26]C=2C=1.CCN=C=NCCCN(C)C.Cl.CCN(C(C)C)C(C)C.[Cl-].[NH4+]. Product: [NH4+:2].[OH-:17].[CH3:1][N:2]1[C:10]2[C:5](=[CH:6][CH:7]=[CH:8][CH:9]=2)[CH:4]=[C:3]1[C:11]1[CH:12]=[N:13][CH:14]=[C:15]([CH:19]=1)[C:16]([NH2:26])=[O:17]. The catalyst class is: 3.